The task is: Predict the reaction yield, written as a fraction of the theoretical maximum amount of product (1.0 means a 100% yield; for example, 0.34 means a 34% yield).. This data is from Reaction yield outcomes from USPTO patents with 853,638 reactions. (1) The reactants are [NH2:1][C:2]1[N:10]=[C:9]([O:11][CH2:12][CH2:13][CH2:14][CH3:15])[N:8]=[C:7]2[C:3]=1[N:4]=[CH:5][N:6]2[CH2:16][C:17]1[CH:18]=[C:19]([CH2:23][P:24]([CH3:29])(=[O:28])[O:25][CH2:26][CH3:27])[CH:20]=[CH:21][CH:22]=1.[Br:30]Br. The catalyst is C(Cl)(Cl)Cl. The product is [NH2:1][C:2]1[N:10]=[C:9]([O:11][CH2:12][CH2:13][CH2:14][CH3:15])[N:8]=[C:7]2[C:3]=1[N:4]=[C:5]([Br:30])[N:6]2[CH2:16][C:17]1[CH:18]=[C:19]([CH2:23][P:24]([CH3:29])(=[O:28])[O:25][CH2:26][CH3:27])[CH:20]=[CH:21][CH:22]=1. The yield is 0.540. (2) The reactants are [C:1]([C:5]1[CH:9]=[C:8]([NH:10][C:11]([NH:13][C:14]2[CH:19]=[CH:18][C:17]([CH2:20][C:21]3[CH:26]=[CH:25][C:24]([NH2:27])=[CH:23][CH:22]=3)=[CH:16][CH:15]=2)=[O:12])[N:7]([CH3:28])[N:6]=1)([CH3:4])([CH3:3])[CH3:2].[C:29](Cl)(=[O:31])[CH3:30].CCN(CC)CC. The catalyst is C(Cl)Cl.CCOC(C)=O. The product is [C:1]([C:5]1[CH:9]=[C:8]([NH:10][C:11]([NH:13][C:14]2[CH:19]=[CH:18][C:17]([CH2:20][C:21]3[CH:26]=[CH:25][C:24]([NH:27][C:29]([CH3:30])=[O:31])=[CH:23][CH:22]=3)=[CH:16][CH:15]=2)=[O:12])[N:7]([CH3:28])[N:6]=1)([CH3:4])([CH3:2])[CH3:3]. The yield is 0.480. (3) The reactants are [CH3:1][N:2]1[CH2:7][CH2:6][NH:5][CH2:4][CH2:3]1.[H-].[Na+].[Cl:10][C:11]1[CH:16]=[C:15](Cl)[CH:14]=[C:13]([Cl:18])[N:12]=1. The catalyst is CS(C)=O. The product is [Cl:10][C:11]1[CH:16]=[C:15]([N:5]2[CH2:6][CH2:7][N:2]([CH3:1])[CH2:3][CH2:4]2)[CH:14]=[C:13]([Cl:18])[N:12]=1. The yield is 0.260.